Task: Predict the reactants needed to synthesize the given product.. Dataset: Full USPTO retrosynthesis dataset with 1.9M reactions from patents (1976-2016) (1) Given the product [OH:5][C:6]1[CH:7]=[CH:8][C:9]([CH2:12][C:13]([OH:15])=[O:14])=[CH:10][C:11]=1[N+:1]([O-:4])=[O:2], predict the reactants needed to synthesize it. The reactants are: [N+:1]([O-:4])(O)=[O:2].[OH:5][C:6]1[CH:11]=[CH:10][C:9]([CH2:12][C:13]([OH:15])=[O:14])=[CH:8][CH:7]=1. (2) Given the product [OH:11][C@H:10]([C:12]1[C:13]([CH3:22])=[C:14]2[C:18](=[CH:19][CH:20]=1)[C:17](=[O:21])[O:16][CH2:15]2)[CH2:9][N:6]1[CH2:7][CH2:8][CH:3]([NH:2][C:34]([C:31]2[N:32]=[N:33][C:28]([N:23]3[CH:27]=[N:26][N:25]=[N:24]3)=[CH:29][CH:30]=2)=[O:35])[CH2:4][CH2:5]1, predict the reactants needed to synthesize it. The reactants are: Cl.[NH2:2][CH:3]1[CH2:8][CH2:7][N:6]([CH2:9][C@@H:10]([C:12]2[C:13]([CH3:22])=[C:14]3[C:18](=[CH:19][CH:20]=2)[C:17](=[O:21])[O:16][CH2:15]3)[OH:11])[CH2:5][CH2:4]1.[N:23]1([C:28]2[N:33]=[N:32][C:31]([C:34](O)=[O:35])=[CH:30][CH:29]=2)[CH:27]=[N:26][N:25]=[N:24]1. (3) Given the product [CH2:13]([O:12][C:11]([NH:10][C@H:9]1[CH2:8][CH2:7][N:6]([C:22]2[CH:27]=[C:26]([C:28]([O:30][CH3:31])=[O:29])[CH:25]=[C:24]([CH3:32])[N:23]=2)[CH2:5][C@H:4]1[O:3][CH3:2])=[O:20])[C:14]1[CH:19]=[CH:18][CH:17]=[CH:16][CH:15]=1, predict the reactants needed to synthesize it. The reactants are: Cl.[CH3:2][O:3][C@H:4]1[C@@H:9]([NH:10][C:11](=[O:20])[O:12][CH2:13][C:14]2[CH:19]=[CH:18][CH:17]=[CH:16][CH:15]=2)[CH2:8][CH2:7][NH:6][CH2:5]1.Cl[C:22]1[CH:27]=[C:26]([C:28]([O:30][CH3:31])=[O:29])[CH:25]=[C:24]([CH3:32])[N:23]=1.C1C=CC(P(C2C(C3C(P(C4C=CC=CC=4)C4C=CC=CC=4)=CC=C4C=3C=CC=C4)=C3C(C=CC=C3)=CC=2)C2C=CC=CC=2)=CC=1.C(=O)([O-])[O-].[Cs+].[Cs+]. (4) Given the product [CH2:50]([O:52][C:5]1[CH:4]=[CH:3][C:2]([CH3:1])=[CH:26][C:6]=1[C:7]([NH:9][CH:10]1[CH2:14][CH2:13][CH2:12][CH:11]1[CH2:15][C:16]1[CH:25]=[CH:24][C:23]2[C:18](=[CH:19][CH:20]=[CH:21][CH:22]=2)[N:17]=1)=[O:8])[CH3:51], predict the reactants needed to synthesize it. The reactants are: [CH3:1][C:2]1[CH:3]=[CH:4][C:5](N2N=CC=N2)=[C:6]([CH:26]=1)[C:7]([NH:9][CH:10]1[CH2:14][CH2:13][CH2:12][CH:11]1[CH2:15][C:16]1[CH:25]=[CH:24][C:23]2[C:18](=[CH:19][CH:20]=[CH:21][CH:22]=2)[N:17]=1)=[O:8].Cl.N1C2C(=CC=CC=2)C=CC=1CC1CCCC1N.[CH2:50]([O:52]C1C=CC(C)=CC=1C(O)=O)[CH3:51]. (5) Given the product [C:1]([C:3]1[C:4]([N:18]2[CH2:23][CH2:22][N:21]([C:25]([NH:24][CH2:27][CH2:28][CH2:29][CH2:30][CH2:31][CH2:32][CH2:33][CH3:34])=[O:26])[CH2:20][CH2:19]2)=[N:5][C:6]([C:14]([F:15])([F:17])[F:16])=[C:7]([CH:13]=1)[C:8]([O:10][CH2:11][CH3:12])=[O:9])#[N:2], predict the reactants needed to synthesize it. The reactants are: [C:1]([C:3]1[C:4]([N:18]2[CH2:23][CH2:22][NH:21][CH2:20][CH2:19]2)=[N:5][C:6]([C:14]([F:17])([F:16])[F:15])=[C:7]([CH:13]=1)[C:8]([O:10][CH2:11][CH3:12])=[O:9])#[N:2].[N:24]([CH2:27][CH2:28][CH2:29][CH2:30][CH2:31][CH2:32][CH2:33][CH3:34])=[C:25]=[O:26]. (6) Given the product [F:1][C:2]1[CH:10]=[CH:9][C:5]([CH2:6][CH2:7][NH:8][CH2:14][CH:13]([O:16][CH3:17])[O:12][CH3:11])=[CH:4][CH:3]=1, predict the reactants needed to synthesize it. The reactants are: [F:1][C:2]1[CH:10]=[CH:9][C:5]([CH2:6][CH2:7][NH2:8])=[CH:4][CH:3]=1.[CH3:11][O:12][CH:13]([O:16][CH3:17])[CH:14]=O.C(O[BH-](OC(=O)C)OC(=O)C)(=O)C.[Na+]. (7) Given the product [F:6][C:7]1[CH:12]=[CH:11][C:10]([NH:13][C:14]2[NH:5][C:16](/[CH:19]=[CH:20]/[C:21]3[CH:26]=[CH:25][C:24]([N:27]4[CH:31]=[C:30]([CH3:32])[N:29]=[CH:28]4)=[C:23]([O:33][CH3:34])[CH:22]=3)=[N:17][N:18]=2)=[CH:9][CH:8]=1, predict the reactants needed to synthesize it. The reactants are: C([O-])(=O)C.[NH4+:5].[F:6][C:7]1[CH:12]=[CH:11][C:10]([NH:13][C:14]2O[C:16](/[CH:19]=[CH:20]/[C:21]3[CH:26]=[CH:25][C:24]([N:27]4[CH:31]=[C:30]([CH3:32])[N:29]=[CH:28]4)=[C:23]([O:33][CH3:34])[CH:22]=3)=[N:17][N:18]=2)=[CH:9][CH:8]=1.